From a dataset of Reaction yield outcomes from USPTO patents with 853,638 reactions. Predict the reaction yield, written as a fraction of the theoretical maximum amount of product (1.0 means a 100% yield; for example, 0.34 means a 34% yield). (1) The reactants are [CH3:1][C:2]1[C:7]([C:8]([OH:10])=O)=[CH:6][N:5]=[C:4]([C:11]2[N:16]=[CH:15][CH:14]=[CH:13][N:12]=2)[N:3]=1.[CH2:17]([C:19]1[C:27]2[C:22](=[CH:23][CH:24]=[C:25]([O:28][C:29]([F:32])([F:31])[F:30])[CH:26]=2)[N:21]([NH2:33])[CH:20]=1)[CH3:18].C[N+]1(C2N=C(OC)N=C(OC)N=2)CCOCC1.[Cl-]. The catalyst is CN(C=O)C.C([O-])([O-])=O.[Na+].[Na+]. The product is [CH2:17]([C:19]1[C:27]2[C:22](=[CH:23][CH:24]=[C:25]([O:28][C:29]([F:30])([F:32])[F:31])[CH:26]=2)[N:21]([NH:33][C:8]([C:7]2[C:2]([CH3:1])=[N:3][C:4]([C:11]3[N:16]=[CH:15][CH:14]=[CH:13][N:12]=3)=[N:5][CH:6]=2)=[O:10])[CH:20]=1)[CH3:18]. The yield is 0.290. (2) The reactants are C(O[C:6]([N:8]1[CH2:13][CH2:12][N:11](C2C(=O)N(CC(C)C)N=C(C3C=CC(C)=C(F)C=3)C=2C)[CH2:10][CH2:9]1)=O)(C)(C)C.[Cl:34][C:35]1[CH:62]=[CH:61][CH:60]=[CH:59][C:36]=1[CH2:37][N:38]1[C:43](=[O:44])[C:42]([CH2:45]OS(C)(=O)=O)=[CH:41][C:40]([C:51]2[CH:56]=[CH:55][C:54]([F:57])=[C:53]([CH3:58])[CH:52]=2)=[N:39]1. No catalyst specified. The product is [Cl:34][C:35]1[CH:62]=[CH:61][CH:60]=[CH:59][C:36]=1[CH2:37][N:38]1[C:43](=[O:44])[C:42]([CH2:45][N:11]2[CH2:12][CH2:13][N:8]([CH3:6])[CH2:9][CH2:10]2)=[CH:41][C:40]([C:51]2[CH:56]=[CH:55][C:54]([F:57])=[C:53]([CH3:58])[CH:52]=2)=[N:39]1. The yield is 0.534.